This data is from Full USPTO retrosynthesis dataset with 1.9M reactions from patents (1976-2016). The task is: Predict the reactants needed to synthesize the given product. Given the product [CH:7]1([N:5]2[CH:6]=[C:2]([B:21]3[O:25][C:24]([CH3:27])([CH3:26])[C:23]([CH3:29])([CH3:28])[O:22]3)[C:3]([C:10]3[CH:15]=[CH:14][C:13]([F:16])=[CH:12][CH:11]=3)=[N:4]2)[CH2:9][CH2:8]1, predict the reactants needed to synthesize it. The reactants are: Br[C:2]1[C:3]([C:10]2[CH:15]=[CH:14][C:13]([F:16])=[CH:12][CH:11]=2)=[N:4][N:5]([CH:7]2[CH2:9][CH2:8]2)[CH:6]=1.C(O[B:21]1[O:25][C:24]([CH3:27])([CH3:26])[C:23]([CH3:29])([CH3:28])[O:22]1)(C)C.C([Li])CCC.CCCCCC.[NH4+].[Cl-].